From a dataset of Full USPTO retrosynthesis dataset with 1.9M reactions from patents (1976-2016). Predict the reactants needed to synthesize the given product. (1) The reactants are: [C:1]([C:5]1[CH:6]=[C:7]([C:16]2[CH:17]=[C:18]([C:35]3[CH:40]=[CH:39][C:38]([C:41]([O:43][CH2:44][CH3:45])=[O:42])=[CH:37][CH:36]=3)[CH:19]=[CH:20][C:21]=2[O:22][CH2:23][CH2:24][CH2:25][CH2:26][O:27][Si](C(C)(C)C)(C)C)[CH:8]=[CH:9][C:10]=1[N:11]1[CH2:15][CH2:14][CH2:13][CH2:12]1)([CH3:4])([CH3:3])[CH3:2].[F-].C([N+](CCCC)(CCCC)CCCC)CCC. Given the product [C:1]([C:5]1[CH:6]=[C:7]([C:16]2[CH:17]=[C:18]([C:35]3[CH:40]=[CH:39][C:38]([C:41]([O:43][CH2:44][CH3:45])=[O:42])=[CH:37][CH:36]=3)[CH:19]=[CH:20][C:21]=2[O:22][CH2:23][CH2:24][CH2:25][CH2:26][OH:27])[CH:8]=[CH:9][C:10]=1[N:11]1[CH2:15][CH2:14][CH2:13][CH2:12]1)([CH3:4])([CH3:2])[CH3:3], predict the reactants needed to synthesize it. (2) Given the product [OH:4][CH2:3][C:5]1([C:11]([O:13][CH3:14])=[O:12])[CH2:10][CH2:9][O:8][CH2:7][CH2:6]1, predict the reactants needed to synthesize it. The reactants are: [BH4-].[Na+].[CH:3]([C:5]1([C:11]([O:13][CH3:14])=[O:12])[CH2:10][CH2:9][O:8][CH2:7][CH2:6]1)=[O:4].